This data is from Full USPTO retrosynthesis dataset with 1.9M reactions from patents (1976-2016). The task is: Predict the reactants needed to synthesize the given product. (1) The reactants are: [C:1]([CH2:3][C:4]([NH2:6])=[S:5])#[N:2].[Na].C([C:10](O)=[CH:11][C:12](=O)[CH3:13])C.[C:16](O)(=O)C.N1CCCCC1. Given the product [CH3:13][C:12]1[C:11]([CH3:10])=[N:6][C:4]([SH:5])=[C:3]([CH:16]=1)[C:1]#[N:2], predict the reactants needed to synthesize it. (2) Given the product [Cl:1][C:2]1[CH:3]=[N:4][CH:5]=[C:6]([Cl:29])[C:7]=1[NH:8][C:9]([C:11]1[C:19]2[C:18]3[CH:20]=[C:21]([NH2:24])[CH:22]=[CH:23][C:17]=3[O:16][C:15]=2[C:14]([O:27][CH3:28])=[CH:13][CH:12]=1)=[O:10], predict the reactants needed to synthesize it. The reactants are: [Cl:1][C:2]1[CH:3]=[N:4][CH:5]=[C:6]([Cl:29])[C:7]=1[NH:8][C:9]([C:11]1[C:19]2[C:18]3[CH:20]=[C:21]([N+:24]([O-])=O)[CH:22]=[CH:23][C:17]=3[O:16][C:15]=2[C:14]([O:27][CH3:28])=[CH:13][CH:12]=1)=[O:10].O.NN. (3) The reactants are: [O:1]=[S:2]1(=[O:18])[CH2:6][CH2:5][CH2:4][N:3]1[C:7]1[CH:17]=[CH:16][C:10]([C:11]([O:13]CC)=O)=[CH:9][N:8]=1.[CH:19]1([C:22]2[C:23]([N:29]3[CH2:34][CH2:33][NH:32][CH2:31][CH2:30]3)=[N:24][CH:25]=[C:26]([CH3:28])[CH:27]=2)[CH2:21][CH2:20]1. Given the product [CH:19]1([C:22]2[C:23]([N:29]3[CH2:34][CH2:33][N:32]([C:11]([C:10]4[CH:9]=[N:8][C:7]([N:3]5[CH2:4][CH2:5][CH2:6][S:2]5(=[O:1])=[O:18])=[CH:17][CH:16]=4)=[O:13])[CH2:31][CH2:30]3)=[N:24][CH:25]=[C:26]([CH3:28])[CH:27]=2)[CH2:20][CH2:21]1, predict the reactants needed to synthesize it. (4) Given the product [CH3:1][C:2]1[O:6][C:5]([C:7]2[CH:8]=[CH:9][CH:10]=[CH:11][CH:12]=2)=[N:4][C:3]=1[CH2:13][O:14][C:15]1[CH:33]=[CH:32][C:18]2[C:19]([C:26]3[CH:31]=[CH:30][CH:29]=[CH:28][CH:27]=3)=[C:20]([CH2:22][OH:23])[O:21][C:17]=2[CH:16]=1, predict the reactants needed to synthesize it. The reactants are: [CH3:1][C:2]1[O:6][C:5]([C:7]2[CH:12]=[CH:11][CH:10]=[CH:9][CH:8]=2)=[N:4][C:3]=1[CH2:13][O:14][C:15]1[CH:33]=[CH:32][C:18]2[C:19]([C:26]3[CH:31]=[CH:30][CH:29]=[CH:28][CH:27]=3)=[C:20]([C:22](OC)=[O:23])[O:21][C:17]=2[CH:16]=1.O1CCCC1.[H-].C([Al+]CC(C)C)C(C)C.O.O.O.O.O.O.O.O.O.O.S([O-])([O-])(=O)=O.[Na+].[Na+]. (5) Given the product [NH2:1][C:2]1[CH:9]=[CH:8][CH:7]=[CH:6][C:3]=1[CH2:4][NH:5][C:10](=[O:11])[O:12][C:13]([CH3:16])([CH3:15])[CH3:14], predict the reactants needed to synthesize it. The reactants are: [NH2:1][C:2]1[CH:9]=[CH:8][CH:7]=[CH:6][C:3]=1[CH2:4][NH2:5].[C:10](O[C:10]([O:12][C:13]([CH3:16])([CH3:15])[CH3:14])=[O:11])([O:12][C:13]([CH3:16])([CH3:15])[CH3:14])=[O:11]. (6) Given the product [CH3:13][O:14][C:8]1[CH:7]=[C:6]2[C:5](=[CH:10][CH:9]=1)[C:4](=[N:11][OH:12])[CH2:3][CH2:2]2, predict the reactants needed to synthesize it. The reactants are: O1[C:10]2[C:5](=[CH:6][CH:7]=[CH:8][CH:9]=2)/[C:4](=[N:11]/[OH:12])/[CH2:3][CH2:2]1.[CH3:13][O:14]C1C=C2C(=CC=1)C(=O)CC2. (7) Given the product [CH2:24]([O:23][C:18]([C:19]1[C:7]([CH:4]2[CH2:5][CH2:6][O:1][CH2:2][CH2:3]2)=[N:8][O:9][C:20]=1[CH3:21])=[O:22])[CH3:25], predict the reactants needed to synthesize it. The reactants are: [O:1]1[CH2:6][CH2:5][CH:4]([CH:7]=[N:8][OH:9])[CH2:3][CH2:2]1.ClN1C(=O)CCC1=O.[C:18]([O:23][CH2:24][CH3:25])(=[O:22])[C:19]#[C:20][CH3:21].C(N(CC)CC)C. (8) Given the product [CH3:11][O:12][C:13]([C:15]1[S:16][C:17]([C:4]2[CH:5]=[CH:6][CH:7]=[C:2]([F:1])[CH:3]=2)=[CH:18][C:19]=1[N:20]([CH:30]([CH3:32])[CH3:31])[C:21]([CH:23]1[CH2:24][CH2:25][CH:26]([CH3:29])[CH2:27][CH2:28]1)=[O:22])=[O:14], predict the reactants needed to synthesize it. The reactants are: [F:1][C:2]1[CH:3]=[C:4](B(O)O)[CH:5]=[CH:6][CH:7]=1.[CH3:11][O:12][C:13]([C:15]1[S:16][C:17](Br)=[CH:18][C:19]=1[N:20]([CH:30]([CH3:32])[CH3:31])[C:21]([CH:23]1[CH2:28][CH2:27][CH:26]([CH3:29])[CH2:25][CH2:24]1)=[O:22])=[O:14].C1(C)C=CC=CC=1.CO.C([O-])([O-])=O.[Na+].[Na+]. (9) The reactants are: Cl.[CH:2]1([C:5](=[NH:7])[NH2:6])[CH2:4][CH2:3]1.CC[O-].[Na+].[C:12]([OH:20])(=[O:19])/[C:13](=[C:15](\[CH:17]=O)/[Br:16])/[Br:14]. Given the product [Br:14][C:13]1[CH:12]=[N:7][C:5]([CH:2]2[CH2:4][CH2:3]2)=[N:6][CH:15]=1.[Br:16][C:15]1[C:13]([C:12]([OH:20])=[O:19])=[N:7][C:5]([CH:2]2[CH2:4][CH2:3]2)=[N:6][CH:17]=1, predict the reactants needed to synthesize it. (10) Given the product [CH3:1][O:2][C:3]1[CH:4]=[C:5]([C:17]2[CH:18]=[C:19]([CH:25]=[CH:26][N:27]=2)[C:20]([O:22][CH2:23][CH3:24])=[O:21])[CH:6]=[C:7]([O:11][CH3:12])[C:8]=1[O:9][CH3:10], predict the reactants needed to synthesize it. The reactants are: [CH3:1][O:2][C:3]1[CH:4]=[C:5](B(O)O)[CH:6]=[C:7]([O:11][CH3:12])[C:8]=1[O:9][CH3:10].Cl[C:17]1[CH:18]=[C:19]([CH:25]=[CH:26][N:27]=1)[C:20]([O:22][CH2:23][CH3:24])=[O:21].C1(C)C=CC=CC=1.C(=O)([O-])[O-].[Na+].[Na+].